From a dataset of Forward reaction prediction with 1.9M reactions from USPTO patents (1976-2016). Predict the product of the given reaction. Given the reactants CO[C:3](=[O:17])[C:4]([C:6]1[C:14]2[C:9](=[CH:10][C:11]([C:15]#[N:16])=[CH:12][CH:13]=2)[NH:8][CH:7]=1)=O.[C:18]1([CH2:30][C:31]([NH2:33])=[O:32])[C:28]2=[C:29]3[C:24](=[CH:25][CH:26]=[CH:27]2)[CH2:23][CH2:22][CH2:21][N:20]3[CH:19]=1, predict the reaction product. The product is: [C:18]1([C:30]2[C:31](=[O:32])[NH:33][C:3](=[O:17])[C:4]=2[C:6]2[C:14]3[C:9](=[CH:10][C:11]([C:15]#[N:16])=[CH:12][CH:13]=3)[NH:8][CH:7]=2)[C:28]2=[C:29]3[C:24](=[CH:25][CH:26]=[CH:27]2)[CH2:23][CH2:22][CH2:21][N:20]3[CH:19]=1.